Dataset: Forward reaction prediction with 1.9M reactions from USPTO patents (1976-2016). Task: Predict the product of the given reaction. (1) Given the reactants [NH2:1][C:2]1[N:3]([C:15]2[CH:20]=[CH:19][CH:18]=[C:17]([Cl:21])[C:16]=2[Cl:22])[C:4]([C:7]2[CH:8]=[C:9]([C:12](O)=[O:13])[NH:10][CH:11]=2)=[N:5][N:6]=1.C1N=CN(C(N2C=NC=C2)=O)C=1.[NH:35]1[CH2:39][CH:38]=[CH:37][CH2:36]1, predict the reaction product. The product is: [NH2:1][C:2]1[N:3]([C:15]2[CH:20]=[CH:19][CH:18]=[C:17]([Cl:21])[C:16]=2[Cl:22])[C:4]([C:7]2[CH:8]=[C:9]([C:12]([N:35]3[CH2:39][CH:38]=[CH:37][CH2:36]3)=[O:13])[NH:10][CH:11]=2)=[N:5][N:6]=1. (2) Given the reactants C[O:2][C:3](=[O:30])[C:4]1[CH:9]=[CH:8][C:7]([CH3:10])=[C:6]([N:11]2[C:16](=[O:17])[C:15]([Cl:18])=[C:14]([O:19][CH2:20][C:21]3[CH:26]=[CH:25][CH:24]=[C:23]([O:27][CH3:28])[CH:22]=3)[N:13]=[C:12]2[CH3:29])[CH:5]=1.[OH-].[Na+], predict the reaction product. The product is: [Cl:18][C:15]1[C:16](=[O:17])[N:11]([C:6]2[CH:5]=[C:4]([CH:9]=[CH:8][C:7]=2[CH3:10])[C:3]([OH:30])=[O:2])[C:12]([CH3:29])=[N:13][C:14]=1[O:19][CH2:20][C:21]1[CH:26]=[CH:25][CH:24]=[C:23]([O:27][CH3:28])[CH:22]=1. (3) Given the reactants [C:1]([O:5][C:6]([N:8]1[C:12]2[CH:13]=[CH:14][CH:15]=[C:16]([CH3:17])[C:11]=2[N:10]=[CH:9]1)=[O:7])([CH3:4])([CH3:3])[CH3:2].[Br:18]N1C(=O)CCC1=O.N(C(C)(C)C#N)=NC(C)(C)C#N, predict the reaction product. The product is: [C:1]([O:5][C:6]([N:8]1[C:12]2[CH:13]=[CH:14][CH:15]=[C:16]([CH2:17][Br:18])[C:11]=2[N:10]=[CH:9]1)=[O:7])([CH3:4])([CH3:3])[CH3:2]. (4) Given the reactants [C:1]([BH3-])#[N:2].[Na+].N[CH:6]1[CH2:11][CH2:10][N:9]([CH2:12][C:13]2[CH:14]=[CH:15][N:16]3[C:21]=2[C:20]([NH:22][C:23]2[CH:24]=[C:25]4[C:29](=[CH:30][CH:31]=2)[N:28]([CH2:32][C:33]2[CH:38]=[CH:37][CH:36]=[C:35]([F:39])[CH:34]=2)[N:27]=[CH:26]4)=[N:19][CH:18]=[N:17]3)[CH2:8][CH2:7]1.[C:40](O)(=O)C.C=O, predict the reaction product. The product is: [CH3:40][N:2]([CH3:1])[CH:6]1[CH2:11][CH2:10][N:9]([CH2:12][C:13]2[CH:14]=[CH:15][N:16]3[C:21]=2[C:20]([NH:22][C:23]2[CH:24]=[C:25]4[C:29](=[CH:30][CH:31]=2)[N:28]([CH2:32][C:33]2[CH:38]=[CH:37][CH:36]=[C:35]([F:39])[CH:34]=2)[N:27]=[CH:26]4)=[N:19][CH:18]=[N:17]3)[CH2:8][CH2:7]1. (5) Given the reactants [CH3:1][C:2]1([CH3:36])[C:26]2[C:6]([CH:7]=[C:8]3[CH:25]=[C:24]4[C:11]([C:12]5[C:17]([C:18]6[C:23]4=[CH:22][CH:21]=[CH:20][CH:19]=6)=[CH:16][CH:15]=[CH:14][CH:13]=5)=[CH:10][C:9]3=2)=[C:5](B2OC(C)(C)C(C)(C)O2)[CH:4]=[CH:3]1.Cl[C:38]1[CH:51]=[CH:50][C:49]2[C:48]3[CH:52]=[CH:53][CH:54]=[CH:55][C:47]=3[C:46]3[C:41](=[N:42][CH:43]=[CH:44][CH:45]=3)[C:40]=2[N:39]=1.C([O-])([O-])=O.[Na+].[Na+].CCO, predict the reaction product. The product is: [CH3:1][C:2]1([CH3:36])[C:26]2[C:6]([CH:7]=[C:8]3[CH:25]=[C:24]4[C:11]([C:12]5[C:17]([C:18]6[C:23]4=[CH:22][CH:21]=[CH:20][CH:19]=6)=[CH:16][CH:15]=[CH:14][CH:13]=5)=[CH:10][C:9]3=2)=[C:5]([C:38]2[CH:51]=[CH:50][C:49]3[C:48]4[CH:52]=[CH:53][CH:54]=[CH:55][C:47]=4[C:46]4[C:41](=[N:42][CH:43]=[CH:44][CH:45]=4)[C:40]=3[N:39]=2)[CH:4]=[CH:3]1. (6) Given the reactants [BH4-].[Na+].[CH3:3][C:4]1[CH:12]=[CH:11][CH:10]=[C:9]([N+:13]([O-:15])=[O:14])[C:5]=1[C:6](O)=[O:7].S(OC)(OC)(=O)=O.Cl, predict the reaction product. The product is: [CH3:3][C:4]1[CH:12]=[CH:11][CH:10]=[C:9]([N+:13]([O-:15])=[O:14])[C:5]=1[CH2:6][OH:7].